This data is from Reaction yield outcomes from USPTO patents with 853,638 reactions. The task is: Predict the reaction yield, written as a fraction of the theoretical maximum amount of product (1.0 means a 100% yield; for example, 0.34 means a 34% yield). (1) The reactants are [C:1]([NH:4][C:5]1[CH:6]=[C:7]([CH:11]=[CH:12][CH:13]=1)[C:8]([OH:10])=O)(=[O:3])[CH3:2].S(Cl)(Cl)=O.Cl.[NH2:19][C:20]1[CH:29]=[C:28]([C:30]2[C:39]3[C:34](=[CH:35][C:36]([O:45][CH2:46][CH3:47])=[C:37]4[O:42][C:41]([CH3:44])([CH3:43])[CH2:40][C:38]4=3)[CH2:33][C:32]([CH3:49])([CH3:48])[N:31]=2)[CH:27]=[CH:26][C:21]=1[C:22]([O:24][CH3:25])=[O:23].C(N(CC)CC)C. The yield is 0.230. The catalyst is C1(C)C=CC=CC=1.CN(C)C=O. The product is [C:1]([NH:4][C:5]1[CH:6]=[C:7]([CH:11]=[CH:12][CH:13]=1)[C:8]([NH:19][C:20]1[CH:29]=[C:28]([C:30]2[C:39]3[C:34](=[CH:35][C:36]([O:45][CH2:46][CH3:47])=[C:37]4[O:42][C:41]([CH3:44])([CH3:43])[CH2:40][C:38]4=3)[CH2:33][C:32]([CH3:48])([CH3:49])[N:31]=2)[CH:27]=[CH:26][C:21]=1[C:22]([O:24][CH3:25])=[O:23])=[O:10])(=[O:3])[CH3:2]. (2) The reactants are Br[C:2]1[C:7]([Br:8])=[CH:6][C:5]([Br:9])=[CH:4][N:3]=1.[I-:10].[Na+].C(#N)CC.Cl[Si](C)(C)C. The catalyst is [OH-].[Na+]. The product is [I:10][C:2]1[C:7]([Br:8])=[CH:6][C:5]([Br:9])=[CH:4][N:3]=1. The yield is 0.830. (3) The catalyst is O. The reactants are Cl[CH2:2][C:3]1[CH:4]=[CH:5][C:6]([NH2:9])=[N:7][CH:8]=1.[NH:10]1[CH2:14][CH2:13][CH2:12][CH2:11]1.C(=O)([O-])[O-].[K+].[K+].C(#N)C. The yield is 0.380. The product is [N:10]1([CH2:2][C:3]2[CH:4]=[CH:5][C:6]([NH2:9])=[N:7][CH:8]=2)[CH2:14][CH2:13][CH2:12][CH2:11]1. (4) The reactants are [CH3:1][O:2][C:3]([C:5]1[S:6][C:7]2[CH:8]([N:20]([CH3:22])[CH3:21])[CH2:9][O:10][C:11]3[CH:18]=[CH:17][C:16](Br)=[CH:15][C:12]=3[C:13]=2[N:14]=1)=[O:4].C1C=CC(P(C2C=CC=CC=2)C2C=CC=CC=2)=CC=1.[CH3:42][C:43]([OH:47])([C:45]#[CH:46])[CH3:44]. The catalyst is CN(C=O)C.CC([O-])=O.CC([O-])=O.[Pd+2].[Cu]I. The product is [CH3:1][O:2][C:3]([C:5]1[S:6][C:7]2[CH:8]([N:20]([CH3:22])[CH3:21])[CH2:9][O:10][C:11]3[CH:18]=[CH:17][C:16]([C:46]#[C:45][C:43]([OH:47])([CH3:44])[CH3:42])=[CH:15][C:12]=3[C:13]=2[N:14]=1)=[O:4]. The yield is 0.410. (5) The yield is 0.870. The catalyst is ClCCl. The product is [Cl:16][C:17]1[CH:22]=[CH:21][N:20]2[N:23]=[CH:24][C:25]([C:26]([NH:13][C:12]3[C:8]([C:6]4[CH:7]=[C:2]([Cl:1])[CH:3]=[CH:4][C:5]=4[CH3:15])=[N:9][N:10]([CH3:14])[CH:11]=3)=[O:27])=[C:19]2[N:18]=1. The reactants are [Cl:1][C:2]1[CH:3]=[CH:4][C:5]([CH3:15])=[C:6]([C:8]2[C:12]([NH2:13])=[CH:11][N:10]([CH3:14])[N:9]=2)[CH:7]=1.[Cl:16][C:17]1[CH:22]=[CH:21][N:20]2[N:23]=[CH:24][C:25]([C:26](Cl)=[O:27])=[C:19]2[N:18]=1.C(N(CC)CC)C.